Predict the reactants needed to synthesize the given product. From a dataset of Full USPTO retrosynthesis dataset with 1.9M reactions from patents (1976-2016). (1) Given the product [Cl:14][C:15]1[CH:16]=[C:17]([CH:21]=[C:22]([Cl:24])[CH:23]=1)[C:18]([N:11]=[C:9]1[N:8]([CH:26]([CH2:31][CH3:32])[C:27]([OH:29])=[O:28])[C:7]2[CH:12]=[CH:13][C:4]([O:3][CH2:1][CH3:2])=[CH:5][C:6]=2[S:10]1)=[O:19], predict the reactants needed to synthesize it. The reactants are: [CH2:1]([O:3][C:4]1[CH:13]=[CH:12][C:7]2[N:8]=[C:9]([NH2:11])[S:10][C:6]=2[CH:5]=1)[CH3:2].[Cl:14][C:15]1[CH:16]=[C:17]([CH:21]=[C:22]([Cl:24])[CH:23]=1)[C:18](Cl)=[O:19].Br[CH:26]([CH2:31][CH3:32])[C:27]([O:29]C)=[O:28].COC1C=CC2N=C(N)SC=2C=1.ClC1C=C(C=CC=1)C(Cl)=O.BrCC(OCC)=O. (2) Given the product [C:23]([O:7][CH2:6]/[CH:5]=[CH:4]\[CH2:3][O:2][C:1]([O:8][CH:9]([O:11][N+:12]([O-:14])=[O:13])[CH3:10])=[O:15])(=[O:30])[C:24]1[CH:29]=[CH:28][CH:27]=[N:26][CH:25]=1, predict the reactants needed to synthesize it. The reactants are: [C:1](=[O:15])([O:8][CH:9]([O:11][N+:12]([O-:14])=[O:13])[CH3:10])[O:2][CH2:3]/[CH:4]=[CH:5]\[CH2:6][OH:7].N1C=CC=CC=1.Cl.[C:23](Cl)(=[O:30])[C:24]1[CH:29]=[CH:28][CH:27]=[N:26][CH:25]=1. (3) Given the product [Cl:50][C:44]1[CH:45]=[CH:46][CH:47]=[C:48]([Cl:49])[C:43]=1[C:36]1[C:35]([CH2:34][O:12][C:13]2[CH:14]=[CH:15][C:16]([C:19]3[N:24]=[C:23]4[CH:25]=[C:26]([C:28]([OH:30])=[O:29])[S:27][C:22]4=[CH:21][CH:20]=3)=[CH:17][CH:18]=2)=[C:39]([CH:40]([CH3:42])[CH3:41])[O:38][N:37]=1, predict the reactants needed to synthesize it. The reactants are: B(Cl)(Cl)Cl.C1(C[O:12][C:13]2[CH:18]=[CH:17][C:16]([C:19]3[N:24]=[C:23]4[CH:25]=[C:26]([C:28]([O:30]CC)=[O:29])[S:27][C:22]4=[CH:21][CH:20]=3)=[CH:15][CH:14]=2)C=CC=CC=1.Cl[CH2:34][C:35]1[C:36]([C:43]2[C:48]([Cl:49])=[CH:47][CH:46]=[CH:45][C:44]=2[Cl:50])=[N:37][O:38][C:39]=1[CH:40]([CH3:42])[CH3:41].C(=O)([O-])[O-].[K+].[K+].[OH-].[Na+]. (4) Given the product [F:18][C:13]1[CH:14]=[CH:15][CH:16]=[CH:17][C:12]=1[C:11]#[C:10][C:7]1[O:6][C:5]([C:3]([OH:4])=[O:2])=[CH:9][CH:8]=1, predict the reactants needed to synthesize it. The reactants are: C[O:2][C:3]([C:5]1[O:6][C:7]([C:10]#[C:11][C:12]2[CH:17]=[CH:16][CH:15]=[CH:14][C:13]=2[F:18])=[CH:8][CH:9]=1)=[O:4].C1COCC1.[OH-].[Na+]. (5) Given the product [Cl:8][C:5]1[CH:4]=[C:3]2[C:2](=[CH:7][CH:6]=1)[N:1]=[C:24]([CH:18]1[CH2:23][CH2:22][CH2:21][CH2:20][CH2:19]1)[C:25]([C:26]#[N:27])=[C:9]2[C:11]1[CH:16]=[CH:15][N:14]=[C:13]([CH3:17])[CH:12]=1, predict the reactants needed to synthesize it. The reactants are: [NH2:1][C:2]1[CH:7]=[CH:6][C:5]([Cl:8])=[CH:4][C:3]=1[C:9]([C:11]1[CH:16]=[CH:15][N:14]=[C:13]([CH3:17])[CH:12]=1)=O.[CH:18]1([C:24](=O)[CH2:25][C:26]#[N:27])[CH2:23][CH2:22][CH2:21][CH2:20][CH2:19]1. (6) Given the product [N+:13]([C:3]1[CH:4]=[C:5]([CH:11]=[CH:12][C:2]=1[N:16]1[CH2:21][CH2:20][CH2:19][CH2:18][CH2:17]1)[C:6]([O:8][CH2:9][CH3:10])=[O:7])([O-:15])=[O:14], predict the reactants needed to synthesize it. The reactants are: F[C:2]1[CH:12]=[CH:11][C:5]([C:6]([O:8][CH2:9][CH3:10])=[O:7])=[CH:4][C:3]=1[N+:13]([O-:15])=[O:14].[NH:16]1[CH2:21][CH2:20][CH2:19][CH2:18][CH2:17]1.